From a dataset of Forward reaction prediction with 1.9M reactions from USPTO patents (1976-2016). Predict the product of the given reaction. (1) Given the reactants F[P-](F)(F)(F)(F)F.N1(OC(N(C)C)=[N+](C)C)C2N=CC=CC=2N=N1.[F:25][C:26]1[CH:27]=[C:28]2[C:32](=[CH:33][CH:34]=1)[NH:31][C:30]([C:35]([OH:37])=O)=[CH:29]2.C(N(CC)C(C)C)(C)C.[NH2:47][C:48]1[CH:53]=[CH:52][C:51]([C:54]2[S:58][C:57]([N:59]=[C:60]([NH2:62])[NH2:61])=[N:56][C:55]=2[CH3:63])=[CH:50][CH:49]=1, predict the reaction product. The product is: [NH2:62][C:60]([NH:59][C:57]1[S:58][C:54]([C:51]2[CH:52]=[CH:53][C:48]([NH:47][C:35]([C:30]3[NH:31][C:32]4[C:28]([CH:29]=3)=[CH:27][C:26]([F:25])=[CH:34][CH:33]=4)=[O:37])=[CH:49][CH:50]=2)=[C:55]([CH3:63])[N:56]=1)=[NH:61]. (2) The product is: [Cl:32][C:33]1[S:37][C:36]([C:22]2[N:21]=[C:20]([O:19][C:16]3[CH:17]=[CH:18][C:13]([CH2:12][C:11]([OH:10])=[O:31])=[CH:14][CH:15]=3)[C:29]3[CH2:28][CH2:27][CH2:26][CH2:25][C:24]=3[N:23]=2)=[CH:35][CH:34]=1. Given the reactants C(=O)([O-])[O-].[Cs+].[Cs+].ClCl.C[O:10][C:11](=[O:31])[CH2:12][C:13]1[CH:18]=[CH:17][C:16]([O:19][C:20]2[C:29]3[CH2:28][CH2:27][CH2:26][CH2:25][C:24]=3[N:23]=[C:22](Cl)[N:21]=2)=[CH:15][CH:14]=1.[Cl:32][C:33]1[S:37][C:36](B(O)O)=[CH:35][CH:34]=1.Cl, predict the reaction product. (3) Given the reactants [CH3:1][O:2][C:3]1[CH:8]=[CH:7][CH:6]=[CH:5][C:4]=1[C:9]1[NH:10][C:11]2[C:16]([CH:17]=1)=[CH:15][C:14]([CH:18]1[CH2:23][CH2:22][NH:21][CH2:20][CH2:19]1)=[CH:13][CH:12]=2.O=[C:25]1[CH2:29][CH2:28][N:27](C(OC(C)(C)C)=O)[CH2:26]1.[Na].C(O)(=O)C, predict the reaction product. The product is: [CH3:1][O:2][C:3]1[CH:8]=[CH:7][CH:6]=[CH:5][C:4]=1[C:9]1[NH:10][C:11]2[C:16]([CH:17]=1)=[CH:15][C:14]([CH:18]1[CH2:23][CH2:22][N:21]([CH:25]3[CH2:29][CH2:28][NH:27][CH2:26]3)[CH2:20][CH2:19]1)=[CH:13][CH:12]=2. (4) Given the reactants [C:1]([O:5][C:6]([NH:8][C@@H:9]([C:27]([O:29][C:30]([CH3:33])([CH3:32])[CH3:31])=[O:28])[CH2:10][C@@H:11]([CH2:19][C:20]1[CH:25]=[CH:24][C:23]([OH:26])=[CH:22][CH:21]=1)[C:12]([O:14][C:15]([CH3:18])([CH3:17])[CH3:16])=[O:13])=[O:7])([CH3:4])([CH3:3])[CH3:2].C(=O)([O-])[O-].[K+].[K+].I[CH2:41][CH2:42][F:43], predict the reaction product. The product is: [C:1]([O:5][C:6]([NH:8][C@@H:9]([C:27]([O:29][C:30]([CH3:33])([CH3:32])[CH3:31])=[O:28])[CH2:10][C@@H:11]([CH2:19][C:20]1[CH:25]=[CH:24][C:23]([O:26][CH2:41][CH2:42][F:43])=[CH:22][CH:21]=1)[C:12]([O:14][C:15]([CH3:16])([CH3:18])[CH3:17])=[O:13])=[O:7])([CH3:2])([CH3:3])[CH3:4]. (5) Given the reactants C(O[BH-](OC(=O)C)OC(=O)C)(=O)C.[Na+].[ClH:15].[CH3:16][CH:17]([NH:19][C:20]1[C:25]([C:26]#[N:27])=[CH:24][C:23]([C:28]2[O:32][N:31]=[C:30]([C:33]3[C:34]([CH3:43])=[C:35]4[C:40](=[CH:41][CH:42]=3)[CH2:39][NH:38][CH2:37][CH2:36]4)[N:29]=2)=[CH:22][N:21]=1)[CH3:18].CC1(C)[O:50][CH2:49][C:48](=O)[CH2:47][O:46]1.C(=O)([O-])O.[Na+], predict the reaction product. The product is: [ClH:15].[OH:46][CH2:47][CH:48]([N:38]1[CH2:37][CH2:36][C:35]2[C:40](=[CH:41][CH:42]=[C:33]([C:30]3[N:29]=[C:28]([C:23]4[CH:24]=[C:25]([C:26]#[N:27])[C:20]([NH:19][CH:17]([CH3:16])[CH3:18])=[N:21][CH:22]=4)[O:32][N:31]=3)[C:34]=2[CH3:43])[CH2:39]1)[CH2:49][OH:50]. (6) The product is: [N+:1]([C:4]1[CH:5]=[N:6][N:7]([CH:10]2[CH2:11][N:12]([C:14]([O:16][C:17]([CH3:20])([CH3:19])[CH3:18])=[O:15])[CH2:13]2)[CH:8]=1)([O-:3])=[O:2]. Given the reactants [N+:1]([C:4]1[CH:5]=[N:6][NH:7][CH:8]=1)([O-:3])=[O:2].O[CH:10]1[CH2:13][N:12]([C:14]([O:16][C:17]([CH3:20])([CH3:19])[CH3:18])=[O:15])[CH2:11]1.C1(P(C2C=CC=CC=2)C2C=CC=CC=2)C=CC=CC=1.N(/C(OC(C)(C)C)=O)=N\C(OC(C)(C)C)=O, predict the reaction product. (7) Given the reactants C(OC(=O)C1C=CC(N[C:12](=[O:38])[CH:13]([N:20]2[C:24]3[CH:25]=[C:26]([F:30])[C:27]([F:29])=[CH:28][C:23]=3[N:22]=[C:21]2[C:31]2[CH:36]=[CH:35][C:34]([Cl:37])=[CH:33][CH:32]=2)[CH:14]2[CH2:19][CH2:18][CH2:17][CH2:16][CH2:15]2)=CC=1)C.ClC1C=CC(C2N(C(C3CCCCC3)C(O)=O)C3C=C(F)C(F)=CC=3N=2)=CC=1.[CH3:68][O:69][C:70](=[O:80])[C:71]1[CH:76]=[C:75]([F:77])[C:74]([NH2:78])=[C:73]([F:79])[CH:72]=1, predict the reaction product. The product is: [CH3:68][O:69][C:70](=[O:80])[C:71]1[CH:72]=[C:73]([F:79])[C:74]([NH:78][C:12](=[O:38])[CH:13]([N:20]2[C:24]3[CH:25]=[C:26]([F:30])[C:27]([F:29])=[CH:28][C:23]=3[N:22]=[C:21]2[C:31]2[CH:32]=[CH:33][C:34]([Cl:37])=[CH:35][CH:36]=2)[CH:14]2[CH2:15][CH2:16][CH2:17][CH2:18][CH2:19]2)=[C:75]([F:77])[CH:76]=1. (8) Given the reactants [CH2:1]([CH:3]1[CH2:26][NH:25][C:6]2=[N:7][C:8]([C:18]3[CH:23]=[CH:22][C:21]([CH3:24])=[CH:20][CH:19]=3)=[C:9]([C:11]3[CH:16]=[CH:15][C:14]([CH3:17])=[CH:13][CH:12]=3)[N:10]=[C:5]2[CH2:4]1)[CH3:2].O=[CH:28][CH2:29][CH2:30][CH2:31][CH2:32][CH2:33][C:34]([O:36][CH2:37][CH3:38])=[O:35].[BH-](OC(C)=O)(OC(C)=O)OC(C)=O.[Na+], predict the reaction product. The product is: [CH2:1]([CH:3]1[CH2:26][N:25]([CH2:28][CH2:29][CH2:30][CH2:31][CH2:32][CH2:33][C:34]([O:36][CH2:37][CH3:38])=[O:35])[C:6]2=[N:7][C:8]([C:18]3[CH:19]=[CH:20][C:21]([CH3:24])=[CH:22][CH:23]=3)=[C:9]([C:11]3[CH:16]=[CH:15][C:14]([CH3:17])=[CH:13][CH:12]=3)[N:10]=[C:5]2[CH2:4]1)[CH3:2].